From a dataset of Peptide-MHC class I binding affinity with 185,985 pairs from IEDB/IMGT. Regression. Given a peptide amino acid sequence and an MHC pseudo amino acid sequence, predict their binding affinity value. This is MHC class I binding data. (1) The peptide sequence is IMKVVNRWL. The MHC is HLA-A02:16 with pseudo-sequence HLA-A02:16. The binding affinity (normalized) is 0.0847. (2) The peptide sequence is FAMRLLQAV. The binding affinity (normalized) is 0.738. The MHC is HLA-C08:02 with pseudo-sequence HLA-C08:02. (3) The peptide sequence is VGSVYVKF. The MHC is Mamu-B52 with pseudo-sequence Mamu-B52. The binding affinity (normalized) is 0.955. (4) The peptide sequence is FQTVNFNNA. The MHC is HLA-B15:03 with pseudo-sequence HLA-B15:03. The binding affinity (normalized) is 0.471. (5) The peptide sequence is YFFVKWIGK. The MHC is HLA-B07:02 with pseudo-sequence HLA-B07:02. The binding affinity (normalized) is 0.0847. (6) The MHC is HLA-A33:01 with pseudo-sequence HLA-A33:01. The peptide sequence is ESLFRAVITK. The binding affinity (normalized) is 0.110. (7) The peptide sequence is RQYERYTAL. The MHC is BoLA-HD6 with pseudo-sequence BoLA-HD6. The binding affinity (normalized) is 1.00.